Dataset: Peptide-MHC class II binding affinity with 134,281 pairs from IEDB. Task: Regression. Given a peptide amino acid sequence and an MHC pseudo amino acid sequence, predict their binding affinity value. This is MHC class II binding data. The peptide sequence is RMRRPTGKVTLEADV. The MHC is DRB1_0404 with pseudo-sequence DRB1_0404. The binding affinity (normalized) is 0.279.